This data is from Catalyst prediction with 721,799 reactions and 888 catalyst types from USPTO. The task is: Predict which catalyst facilitates the given reaction. Reactant: Cl[CH2:2][CH2:3][CH2:4][O:5][C:6]1[CH:15]=[CH:14][C:13]2[C:8](=[CH:9][C:10]([O:16][CH2:17][CH2:18][CH2:19]Cl)=[CH:11][CH:12]=2)[CH:7]=1.[CH3:21][O:22][C:23]1[CH:28]=[CH:27][C:26]([NH2:29])=[CH:25][CH:24]=1. Product: [CH3:21][O:22][C:23]1[CH:28]=[CH:27][C:26]([NH:29][CH2:2][CH2:3][CH2:4][O:5][C:6]2[CH:15]=[CH:14][C:13]3[C:8](=[CH:9][C:10]([O:16][CH2:17][CH2:18][CH2:19][NH:29][C:26]4[CH:27]=[CH:28][C:23]([O:22][CH3:21])=[CH:24][CH:25]=4)=[CH:11][CH:12]=3)[CH:7]=2)=[CH:25][CH:24]=1. The catalyst class is: 16.